This data is from Full USPTO retrosynthesis dataset with 1.9M reactions from patents (1976-2016). The task is: Predict the reactants needed to synthesize the given product. (1) The reactants are: [CH3:1][O:2][C:3]([C:5]1[N:6]([CH2:25][C:26]2[CH:31]=[CH:30][C:29]([C:32]([O:34][C:35]([CH3:38])([CH3:37])[CH3:36])=[O:33])=[CH:28][CH:27]=2)[C:7](=[O:24])[C:8]2[C:13]([C:14]=1[C:15]1[CH:20]=[CH:19][CH:18]=[CH:17][CH:16]=1)=[CH:12][C:11]([C:21]([OH:23])=O)=[CH:10][CH:9]=2)=[O:4].[Cl-].[NH4+].Cl.C([N:44]=C=NCCCN(C)C)C.O.ON1C2C=CC=CC=2N=N1.Cl. Given the product [CH3:1][O:2][C:3]([C:5]1[N:6]([CH2:25][C:26]2[CH:27]=[CH:28][C:29]([C:32]([O:34][C:35]([CH3:37])([CH3:36])[CH3:38])=[O:33])=[CH:30][CH:31]=2)[C:7](=[O:24])[C:8]2[C:13]([C:14]=1[C:15]1[CH:20]=[CH:19][CH:18]=[CH:17][CH:16]=1)=[CH:12][C:11]([C:21](=[O:23])[NH2:44])=[CH:10][CH:9]=2)=[O:4], predict the reactants needed to synthesize it. (2) Given the product [S:1]1[C:5]2[CH:6]=[C:7]([N:10]3[CH2:14][CH2:13][N:12]([C:15]4[CH:16]=[N:17][CH:18]=[CH:19][C:20]=4[CH2:21][NH:41][CH:38]4[CH2:40][CH2:39]4)[C:11]3=[O:23])[CH:8]=[CH:9][C:4]=2[N:3]=[CH:2]1, predict the reactants needed to synthesize it. The reactants are: [S:1]1[C:5]2[CH:6]=[C:7]([N:10]3[CH2:14][CH2:13][N:12]([C:15]4[CH:16]=[N:17][CH:18]=[CH:19][C:20]=4[CH:21]=O)[C:11]3=[O:23])[CH:8]=[CH:9][C:4]=2[N:3]=[CH:2]1.[BH-](OC(C)=O)(OC(C)=O)OC(C)=O.[Na+].[CH:38]1([NH2:41])[CH2:40][CH2:39]1.C(O)(=O)C. (3) Given the product [CH3:10][N:8]([CH3:9])[C:7]1[CH:6]=[CH:5][C:4]([C:11]2[O:15][N:14]=[C:13]([C:16]3[CH:25]=[CH:24][C:19]([C:20]([O:22][CH3:23])=[O:21])=[C:18]([F:26])[CH:17]=3)[N:12]=2)=[CH:3][C:2]=1[NH:1][S:27]([CH3:30])(=[O:29])=[O:28], predict the reactants needed to synthesize it. The reactants are: [NH2:1][C:2]1[CH:3]=[C:4]([C:11]2[O:15][N:14]=[C:13]([C:16]3[CH:25]=[CH:24][C:19]([C:20]([O:22][CH3:23])=[O:21])=[C:18]([F:26])[CH:17]=3)[N:12]=2)[CH:5]=[CH:6][C:7]=1[N:8]([CH3:10])[CH3:9].[S:27](Cl)([CH3:30])(=[O:29])=[O:28]. (4) Given the product [S:15]1[CH:19]=[CH:18][C:17]2[C:20]([N:24]3[CH2:25][CH2:26][N:27]([CH2:30][CH2:31][CH2:32][O:33][C:34]4[N:38]([CH3:39])[N:37]=[C:36]([NH:40][C:1](=[O:3])[CH3:2])[CH:35]=4)[CH2:28][CH2:29]3)=[CH:21][CH:22]=[CH:23][C:16]1=2, predict the reactants needed to synthesize it. The reactants are: [C:1](OC(=O)C)(=[O:3])[CH3:2].C(N(CC)CC)C.[S:15]1[CH:19]=[CH:18][C:17]2[C:20]([N:24]3[CH2:29][CH2:28][N:27]([CH2:30][CH2:31][CH2:32][O:33][C:34]4[N:38]([CH3:39])[N:37]=[C:36]([NH2:40])[CH:35]=4)[CH2:26][CH2:25]3)=[CH:21][CH:22]=[CH:23][C:16]1=2.C(=O)([O-])[O-].[K+].[K+]. (5) Given the product [OH:26][C:27]1[CH:34]=[CH:33][C:30]([CH2:31][NH:32][C:2]2[N:10]=[CH:9][N:8]=[C:7]3[C:3]=2[N:4]=[CH:5][N:6]3[CH:11]2[CH2:15][CH2:14][CH2:13][O:12]2)=[CH:29][C:28]=1[O:35][CH3:36], predict the reactants needed to synthesize it. The reactants are: Cl[C:2]1[N:10]=[CH:9][N:8]=[C:7]2[C:3]=1[N:4]=[CH:5][N:6]2[CH:11]1[CH2:15][CH2:14][CH2:13][O:12]1.ClC1N=CN=C2C=1NC=N2.[OH:26][C:27]1[CH:34]=[CH:33][C:30]([CH2:31][NH2:32])=[CH:29][C:28]=1[O:35][CH3:36].C(N(CC)CC)C. (6) Given the product [Br:1][C:2]1[CH:7]=[CH:6][N:5]2[C:10]([C:11]([O:13][CH2:14][CH3:15])=[O:12])=[CH:16][N:8]=[C:4]2[CH:3]=1, predict the reactants needed to synthesize it. The reactants are: [Br:1][C:2]1[CH:7]=[CH:6][N:5]=[C:4]([NH2:8])[CH:3]=1.Cl/[C:10](/[CH:16]=O)=[C:11](\[O:13][CH2:14][CH3:15])/[O-:12].[K+].S(=O)(=O)(O)O. (7) Given the product [ClH:38].[C:8]([O:12][C:13](=[O:40])[CH2:14][N:15]([S:25]([C:28]1[CH:37]=[C:36]2[C:31]([C:32]([Cl:39])=[CH:33][N:34]=[C:35]2[NH:4][C:3]([NH2:5])=[NH:2])=[CH:30][CH:29]=1)(=[O:26])=[O:27])[CH2:16][C:17]1[CH:22]=[CH:21][CH:20]=[C:19]([O:23][CH3:24])[CH:18]=1)([CH3:11])([CH3:9])[CH3:10], predict the reactants needed to synthesize it. The reactants are: Cl.[NH2:2][C:3]([NH2:5])=[NH:4].[H-].[Na+].[C:8]([O:12][C:13](=[O:40])[CH2:14][N:15]([S:25]([C:28]1[CH:37]=[C:36]2[C:31]([C:32]([Cl:39])=[CH:33][N:34]=[C:35]2[Cl:38])=[CH:30][CH:29]=1)(=[O:27])=[O:26])[CH2:16][C:17]1[CH:22]=[CH:21][CH:20]=[C:19]([O:23][CH3:24])[CH:18]=1)([CH3:11])([CH3:10])[CH3:9].O.